Dataset: Catalyst prediction with 721,799 reactions and 888 catalyst types from USPTO. Task: Predict which catalyst facilitates the given reaction. Reactant: [C:1]([N:4]1[CH2:8][CH2:7][C:6]2([C:16]3[C:11](=[CH:12][CH:13]=[CH:14][CH:15]=3)[N:10](C(=O)C(F)(F)F)[CH2:9]2)[CH2:5]1)(=[O:3])[CH3:2].Cl[S:24]([OH:27])(=O)=[O:25].C(N(CC)C(C)C)(C)C.[CH3:37][N:38]1[CH2:43][CH2:42][NH:41][CH2:40][CH2:39]1. Product: [CH3:37][N:38]1[CH2:43][CH2:42][N:41]([S:24]([C:14]2[CH:15]=[C:16]3[C:6]4([CH2:7][CH2:8][N:4]([C:1](=[O:3])[CH3:2])[CH2:5]4)[CH2:9][NH:10][C:11]3=[CH:12][CH:13]=2)(=[O:27])=[O:25])[CH2:40][CH2:39]1. The catalyst class is: 34.